Dataset: Full USPTO retrosynthesis dataset with 1.9M reactions from patents (1976-2016). Task: Predict the reactants needed to synthesize the given product. (1) Given the product [F:25][C:19]1[CH:20]=[C:21]([NH:24][C:37]([C:34]2[C:35](=[O:36])[N:30]([CH3:29])[N:31]=[CH:32][CH:33]=2)=[O:38])[CH:22]=[CH:23][C:18]=1[O:17][C:16]1[CH:15]=[CH:14][N:13]=[C:12]2[NH:8][N:9]=[C:10]([CH3:26])[C:11]=12, predict the reactants needed to synthesize it. The reactants are: COC1C=CC(C[N:8]2[C:12]3=[N:13][CH:14]=[CH:15][C:16]([O:17][C:18]4[CH:23]=[CH:22][C:21]([NH2:24])=[CH:20][C:19]=4[F:25])=[C:11]3[C:10]([CH3:26])=[N:9]2)=CC=1.[CH3:29][N:30]1[C:35](=[O:36])[C:34]([C:37](O)=[O:38])=[CH:33][CH:32]=[N:31]1.Cl.FC1C=CC(NN)=CC=1. (2) Given the product [CH3:1][O:2][C:3]([C:5]1[CH:6]=[CH:7][C:8]2[CH2:14][CH2:13][CH2:12][CH:11]([NH:15][CH2:23][C:24]3[CH:25]=[CH:26][CH:27]=[CH:28][CH:29]=3)[CH2:10][C:9]=2[CH:30]=1)=[O:4], predict the reactants needed to synthesize it. The reactants are: [CH3:1][O:2][C:3]([C:5]1[CH:6]=[CH:7][C:8]2[CH2:14][CH2:13][CH2:12][CH:11]([N:15]([CH2:23][C:24]3[CH:29]=[CH:28][CH:27]=[CH:26][CH:25]=3)C(OC(C)(C)C)=O)[CH2:10][C:9]=2[CH:30]=1)=[O:4].FC(F)(F)C(O)=O. (3) Given the product [CH:1]1[C:11]2[C:10]3=[CH:12][C:13]4[CH:14]=[CH:15][C:16]([C:19]([OH:21])=[O:20])=[CH:17][C:18]=4[N:9]3[CH2:8][CH:7]=[CH:6][C:5]=2[CH:4]=[CH:3][CH:2]=1.[CH:1]1[C:11]2[C:10]3=[CH:12][C:13]4[CH:14]=[CH:15][C:16]([C:19]([OH:21])=[O:20])=[CH:17][C:18]=4[N:9]3[CH:8]=[CH:7][CH2:6][C:5]=2[CH:4]=[CH:3][CH:2]=1, predict the reactants needed to synthesize it. The reactants are: [CH:1]1[C:11]2[C:10]3=[CH:12][C:13]4[CH:14]=[CH:15][C:16]([C:19]([O:21]C)=[O:20])=[CH:17][C:18]=4[N:9]3[CH2:8][CH:7]=[CH:6][C:5]=2[CH:4]=[CH:3][CH:2]=1.CS(N1CCNCC1)(=O)=O.C(N(CC)CC)C.CN(C(ON1N=NC2C=CC=NC1=2)=[N+](C)C)C.F[P-](F)(F)(F)(F)F. (4) Given the product [NH2:24][C@H:18]1[C@@H:19]([O:22][CH3:23])[CH2:20][O:21][C@H:15]([C:14]2[N:13]([CH3:32])[N:12]=[CH:11][C:10]=2[NH:9][C:7]([C:5]2[N:6]=[C:2]([C:35]3[C:34]([F:33])=[CH:39][CH:38]=[CH:37][C:36]=3[F:40])[S:3][CH:4]=2)=[O:8])[CH2:16][CH2:17]1, predict the reactants needed to synthesize it. The reactants are: Br[C:2]1[S:3][CH:4]=[C:5]([C:7]([NH:9][C:10]2[CH:11]=[N:12][N:13]([CH3:32])[C:14]=2[C@H:15]2[O:21][CH2:20][C@H:19]([O:22][CH3:23])[C@H:18]([NH:24]C(=O)OC(C)(C)C)[CH2:17][CH2:16]2)=[O:8])[N:6]=1.[F:33][C:34]1[CH:39]=[CH:38][CH:37]=[C:36]([F:40])[C:35]=1B(O)O. (5) Given the product [CH2:32]([N:22]([C:18]1[CH:19]=[CH:20][CH:21]=[C:16]([C:14]2[N:6]3[N:7]=[CH:8][C:4]([N+:1]([O-:3])=[O:2])=[C:5]3[N:9]=[CH:12][CH:13]=2)[CH:17]=1)[S:23]([C:26]1[CH:31]=[CH:30][CH:29]=[CH:28][CH:27]=1)(=[O:25])=[O:24])[CH3:33], predict the reactants needed to synthesize it. The reactants are: [N+:1]([C:4]1[CH:8]=[N:7][NH:6][C:5]=1[NH2:9])([O-:3])=[O:2].CN(C)[CH:12]=[CH:13][C:14]([C:16]1[CH:17]=[C:18]([N:22]([CH2:32][CH3:33])[S:23]([C:26]2[CH:31]=[CH:30][CH:29]=[CH:28][CH:27]=2)(=[O:25])=[O:24])[CH:19]=[CH:20][CH:21]=1)=O.C(OCC)(=O)C. (6) Given the product [F:26][C:23]1[CH:22]=[CH:21][C:20]([CH2:19][C@H:2]([NH:1][CH2:32][C:30]2[N:29]=[CH:28][S:27][CH:31]=2)[C:3]([NH:5][C:6]2[S:10][C:9]([C:11]3[CH:16]=[CH:15][N:14]=[C:13]([CH3:17])[CH:12]=3)=[N:8][C:7]=2[CH3:18])=[O:4])=[CH:25][CH:24]=1, predict the reactants needed to synthesize it. The reactants are: [NH2:1][C@@H:2]([CH2:19][C:20]1[CH:25]=[CH:24][C:23]([F:26])=[CH:22][CH:21]=1)[C:3]([NH:5][C:6]1[S:10][C:9]([C:11]2[CH:16]=[CH:15][N:14]=[C:13]([CH3:17])[CH:12]=2)=[N:8][C:7]=1[CH3:18])=[O:4].[S:27]1[CH:31]=[C:30]([CH:32]=O)[N:29]=[CH:28]1.C(Cl)Cl.CN(C)C=O.ClCCCl. (7) Given the product [CH3:23][O:24][N:25]=[C:18]1[C:16]2=[N:17][C:12]([C:10]3[CH:9]=[N:8][N:7]([C:3]4[CH:2]=[N:1][CH:6]=[CH:5][CH:4]=4)[CH:11]=3)=[CH:13][CH:14]=[C:15]2[O:21][CH2:20][CH2:19]1, predict the reactants needed to synthesize it. The reactants are: [N:1]1[CH:6]=[CH:5][CH:4]=[C:3]([N:7]2[CH:11]=[C:10]([C:12]3[N:17]=[C:16]4[C:18](=O)[CH2:19][CH2:20][O:21][C:15]4=[CH:14][CH:13]=3)[CH:9]=[N:8]2)[CH:2]=1.[CH3:23][O:24][NH2:25].Cl.CC([O-])=O.[K+].